Task: Regression. Given two drug SMILES strings and cell line genomic features, predict the synergy score measuring deviation from expected non-interaction effect.. Dataset: NCI-60 drug combinations with 297,098 pairs across 59 cell lines (1) Drug 1: CS(=O)(=O)C1=CC(=C(C=C1)C(=O)NC2=CC(=C(C=C2)Cl)C3=CC=CC=N3)Cl. Drug 2: COC1=CC(=CC(=C1O)OC)C2C3C(COC3=O)C(C4=CC5=C(C=C24)OCO5)OC6C(C(C7C(O6)COC(O7)C8=CC=CS8)O)O. Cell line: COLO 205. Synergy scores: CSS=34.6, Synergy_ZIP=-3.15, Synergy_Bliss=-6.12, Synergy_Loewe=-48.8, Synergy_HSA=-10.5. (2) Drug 1: C1=CC(=C2C(=C1NCCNCCO)C(=O)C3=C(C=CC(=C3C2=O)O)O)NCCNCCO. Drug 2: CC1=C(C(=CC=C1)Cl)NC(=O)C2=CN=C(S2)NC3=CC(=NC(=N3)C)N4CCN(CC4)CCO. Cell line: NCI-H322M. Synergy scores: CSS=38.9, Synergy_ZIP=-6.65, Synergy_Bliss=1.98, Synergy_Loewe=3.73, Synergy_HSA=4.23. (3) Drug 1: CC1CCC2CC(C(=CC=CC=CC(CC(C(=O)C(C(C(=CC(C(=O)CC(OC(=O)C3CCCCN3C(=O)C(=O)C1(O2)O)C(C)CC4CCC(C(C4)OC)OCCO)C)C)O)OC)C)C)C)OC. Drug 2: CC1C(C(CC(O1)OC2CC(OC(C2O)C)OC3=CC4=CC5=C(C(=O)C(C(C5)C(C(=O)C(C(C)O)O)OC)OC6CC(C(C(O6)C)O)OC7CC(C(C(O7)C)O)OC8CC(C(C(O8)C)O)(C)O)C(=C4C(=C3C)O)O)O)O. Cell line: K-562. Synergy scores: CSS=71.9, Synergy_ZIP=-2.91, Synergy_Bliss=-1.95, Synergy_Loewe=-0.987, Synergy_HSA=-0.413.